This data is from Reaction yield outcomes from USPTO patents with 853,638 reactions. The task is: Predict the reaction yield, written as a fraction of the theoretical maximum amount of product (1.0 means a 100% yield; for example, 0.34 means a 34% yield). The reactants are C1C(=O)N([Br:8])C(=O)C1.[F:9][C:10]1[CH:30]=[CH:29][C:13]([CH2:14][NH:15][C:16]([C:18]2[C:27]([OH:28])=[C:26]3[C:21]([CH:22]=[CH:23][CH:24]=[N:25]3)=[CH:20][N:19]=2)=[O:17])=[CH:12][CH:11]=1.CO.O. The catalyst is C(Cl)(Cl)Cl. The product is [Br:8][C:20]1[N:19]=[C:18]([C:16]([NH:15][CH2:14][C:13]2[CH:12]=[CH:11][C:10]([F:9])=[CH:30][CH:29]=2)=[O:17])[C:27]([OH:28])=[C:26]2[C:21]=1[CH:22]=[CH:23][CH:24]=[N:25]2. The yield is 0.970.